From a dataset of Forward reaction prediction with 1.9M reactions from USPTO patents (1976-2016). Predict the product of the given reaction. (1) The product is: [F:1][C:2]1[N:7]=[C:6]([C:8]2[C:16]3[C:11](=[CH:12][N:13]=[C:14]([C:17]4[CH:18]=[N:19][N:20]([CH2:22][C:23]([OH:25])=[O:24])[CH:21]=4)[CH:15]=3)[N:10]([CH:28]3[CH2:33][CH2:32][CH2:31][CH2:30][O:29]3)[N:9]=2)[CH:5]=[CH:4][CH:3]=1. Given the reactants [F:1][C:2]1[N:7]=[C:6]([C:8]2[C:16]3[C:11](=[CH:12][N:13]=[C:14]([C:17]4[CH:18]=[N:19][N:20]([CH2:22][C:23]([O:25]CC)=[O:24])[CH:21]=4)[CH:15]=3)[N:10]([CH:28]3[CH2:33][CH2:32][CH2:31][CH2:30][O:29]3)[N:9]=2)[CH:5]=[CH:4][CH:3]=1.[OH-].[Li+], predict the reaction product. (2) Given the reactants Cl.[NH2:2][CH2:3][CH2:4][C:5]1[CH:10]=[CH:9][C:8]([OH:11])=[CH:7][CH:6]=1.C1C(N)=CC2[C:19]([O:21]C3(C4C=CC(O)=CC=4OC4C=C(O)C=CC3=4)C=2C=1)=[O:20].CCN=C=NCCCN(C)C.Cl.[OH-].[Na+], predict the reaction product. The product is: [NH2:2][C@H:3]([C:19]([OH:21])=[O:20])[CH2:4][C:5]1[CH:10]=[CH:9][C:8]([OH:11])=[CH:7][CH:6]=1. (3) Given the reactants [CH3:1][O:2][CH2:3][CH2:4][O:5][C:6]1[CH:7]=[C:8]([C:13]2[C:14]3[CH:21]=[C:20]([CH2:22][O:23][C:24]4[CH:29]=[CH:28][C:27]([C@@H:30]([C:37]#[C:38][CH3:39])[CH2:31][C:32]([O:34]CC)=[O:33])=[CH:26][CH:25]=4)[CH:19]=[CH:18][C:15]=3[S:16][CH:17]=2)[C:9]([CH3:12])=[N:10][CH:11]=1.[Li+].[OH-].Cl, predict the reaction product. The product is: [CH3:1][O:2][CH2:3][CH2:4][O:5][C:6]1[CH:7]=[C:8]([C:13]2[C:14]3[CH:21]=[C:20]([CH2:22][O:23][C:24]4[CH:25]=[CH:26][C:27]([C@@H:30]([C:37]#[C:38][CH3:39])[CH2:31][C:32]([OH:34])=[O:33])=[CH:28][CH:29]=4)[CH:19]=[CH:18][C:15]=3[S:16][CH:17]=2)[C:9]([CH3:12])=[N:10][CH:11]=1.